Task: Predict the product of the given reaction.. Dataset: Forward reaction prediction with 1.9M reactions from USPTO patents (1976-2016) (1) Given the reactants [CH:1]([N:5]1[CH:10]=[C:9]([C:11]2[CH:15]=[CH:14][N:13]([CH3:16])[N:12]=2)[C:8](OC)=[C:7]([C:19]#[N:20])[C:6]1=[O:21])([CH2:3][CH3:4])[CH3:2].O.[NH2:23][NH2:24], predict the reaction product. The product is: [NH2:20][C:19]1[C:7]2[C:6](=[O:21])[N:5]([CH:1]([CH2:3][CH3:4])[CH3:2])[CH:10]=[C:9]([C:11]3[CH:15]=[CH:14][N:13]([CH3:16])[N:12]=3)[C:8]=2[NH:24][N:23]=1. (2) Given the reactants [Br:1][CH2:2][CH2:3][C@H:4]1[CH2:8][CH2:7][O:6][CH2:5]1.O1CCC[CH:11](CCCO)[CH2:10]1, predict the reaction product. The product is: [Br:1][CH2:2][CH2:3][CH2:4][CH:8]1[CH2:11][CH2:10][CH2:5][O:6][CH2:7]1.